From a dataset of Full USPTO retrosynthesis dataset with 1.9M reactions from patents (1976-2016). Predict the reactants needed to synthesize the given product. (1) Given the product [F:19][C:20]1[CH:25]=[CH:24][C:23]([C@@H:26]([N:28]2[CH2:29][CH2:30][N:31]([C:2]3[N:7]=[CH:6][N:5]=[C:4]([NH:8][C:9]4[CH:18]=[C:17]5[C:12]([CH:13]=[CH:14][CH:15]=[N:16]5)=[CH:11][CH:10]=4)[CH:3]=3)[CH2:32][CH2:33]2)[CH3:27])=[CH:22][CH:21]=1, predict the reactants needed to synthesize it. The reactants are: Cl[C:2]1[N:7]=[CH:6][N:5]=[C:4]([NH:8][C:9]2[CH:18]=[C:17]3[C:12]([CH:13]=[CH:14][CH:15]=[N:16]3)=[CH:11][CH:10]=2)[CH:3]=1.[F:19][C:20]1[CH:25]=[CH:24][C:23]([C@@H:26]([N:28]2[CH2:33][CH2:32][NH:31][CH2:30][CH2:29]2)[CH3:27])=[CH:22][CH:21]=1. (2) Given the product [Cl:1][C:2]1[C:3]([O:29][C:21]2[CH:20]=[C:19]([CH3:18])[C:24]3[B:25]([OH:28])[O:26][CH2:27][C:23]=3[CH:22]=2)=[N:4][C:5]([O:10][CH2:11][CH2:12][CH2:13][C:14](=[O:16])[CH3:15])=[C:6]([CH:9]=1)[C:7]#[N:8], predict the reactants needed to synthesize it. The reactants are: [Cl:1][C:2]1[C:3](Cl)=[N:4][C:5]([O:10][CH2:11][CH2:12][CH2:13][C:14](=[O:16])[CH3:15])=[C:6]([CH:9]=1)[C:7]#[N:8].[CH3:18][C:19]1[C:24]2[B:25]([OH:28])[O:26][CH2:27][C:23]=2[CH:22]=[C:21]([OH:29])[CH:20]=1. (3) Given the product [CH:34]([NH:37][CH2:2][CH2:3][O:4][C:5]1[CH:6]=[CH:7][C:8]([C:19]2[NH:28][C:27](=[O:29])[C:26]3[C:21](=[CH:22][C:23]([O:32][CH3:33])=[CH:24][C:25]=3[O:30][CH3:31])[N:20]=2)=[N:9][C:10]=1[C:11]1[CH:16]=[CH:15][C:14]([S:17][CH3:18])=[CH:13][CH:12]=1)([CH3:36])[CH3:35], predict the reactants needed to synthesize it. The reactants are: Br[CH2:2][CH2:3][O:4][C:5]1[CH:6]=[CH:7][C:8]([C:19]2[NH:28][C:27](=[O:29])[C:26]3[C:21](=[CH:22][C:23]([O:32][CH3:33])=[CH:24][C:25]=3[O:30][CH3:31])[N:20]=2)=[N:9][C:10]=1[C:11]1[CH:16]=[CH:15][C:14]([S:17][CH3:18])=[CH:13][CH:12]=1.[CH:34]([NH2:37])([CH3:36])[CH3:35].